Dataset: Peptide-MHC class II binding affinity with 134,281 pairs from IEDB. Task: Regression. Given a peptide amino acid sequence and an MHC pseudo amino acid sequence, predict their binding affinity value. This is MHC class II binding data. (1) The peptide sequence is CIANGVSTKIVTRIS. The MHC is DRB1_0405 with pseudo-sequence DRB1_0405. The binding affinity (normalized) is 0.333. (2) The peptide sequence is DREVVANVIGLSGDS. The MHC is DRB1_1101 with pseudo-sequence DRB1_1101. The binding affinity (normalized) is 0.428. (3) The peptide sequence is YLAILVKYVDGDGDV. The MHC is DRB1_0701 with pseudo-sequence DRB1_0701. The binding affinity (normalized) is 0.495.